From a dataset of Experimentally validated miRNA-target interactions with 360,000+ pairs, plus equal number of negative samples. Binary Classification. Given a miRNA mature sequence and a target amino acid sequence, predict their likelihood of interaction. (1) The miRNA is hsa-miR-4524b-3p with sequence GAGACAGGUUCAUGCUGCUA. The protein sequence of the target gene is MTQQPQEDFERSVEDAQAWMKVIQEQLQVNDNTKGPRAALEARLRETEKICQLESEGMVKVELVLRAAEALLATCQEGQKPEILARLRDIKSQWEETVTYMTHCHSRIEWVWLHWSEYLLAQDEFYRWFQKMVVALEPPVELQLGLKEKQWQLSHAQVLLHNVDNQAVLLDRLLEEAGSLFSRIGDPSVDEDAQKRMKAEYDAVKARAQRRVDLLAQVAQDHEQYREDVNEFQLWLKAVVEKVHSCLGRNCKLATELRLSTLQDIAKDFPRGEESLKRLEEQAVGVIQNTSPLGAEKISG.... Result: 0 (no interaction). (2) The protein sequence of the target gene is MEKTLETVPLERKKREKEQFRKLFIGGLSFETTEESLRNYYEQWGKLTDCVVMRDPASKRSRGFGFVTFSSMAEVDAAMAARPHSIDGRVVEPKRAVAREESGKPGAHVTVKKLFVGGIKEDTEEHHLRDYFEEYGKIDTIEIITDRQSGKKRGFGFVTFDDHDPVDKIVLQKYHTINGHNAEVRKALSRQEMQEVQSSRSGRGGNFGFGDSRGGGGNFGPGPGSNFRGGSDGYGSGRGFGDGYNGYGGGPGGGNFGGSPGYGGGRGGYGGGGPGYGNQGGGYGGGYDNYGGGNYGSGSY.... The miRNA is hsa-miR-147a with sequence GUGUGUGGAAAUGCUUCUGC. Result: 0 (no interaction). (3) The miRNA is hsa-miR-7703 with sequence UUGCACUCUGGCCUUCUCCCAGG. The protein sequence of the target gene is MGKSRTKRFKRPQFSPIESCQAEAAAASNGTGDEEDDGPAAELLEKLQHPSAEVRECACAGLARLVQQRPALPDLARRDAVRRLGPLLLDSSLAVRETAAGALRNLSACGGFDVCDDMVAKDIMTPLVALLRECLSGLDSNEMSPQEKADKRNPVESIANEAVNVLWNVCECSGRAVSIFNKEGCLEIVLQYLRRFPTSIDLAVSVAYCLQTVTEDNPELLKSFDGTALRVLESALLCPVASMEYILLKTLVAGTIWNLKDIIPSKSQAEIINAILGALSEVLGMNTGNMVIQMKEAETQ.... Result: 0 (no interaction). (4) The miRNA is hsa-miR-5697 with sequence UCAAGUAGUUUCAUGAUAAAGG. The protein sequence of the target gene is MHWGVGFASSRPCVVDLSWNQSISFFGWWAGSEEPFSFYGDIIAFPLQDYGGIMAGLGSDPWWKKTLYLTGGALLAAAAYLLHELLVIRKQQEIDSKDAIILHQFARPNNGVPSLSPFCLKMETYLRMADLPYQNYFGGKLSAQGKMPWIEYNHEKVSGTEFIIDFLEEKLGVNLNKNLGPHERAISRAVTKMVEEHFYWTLAYCQWVDNLNETRKMLSLSGGGPFSNLLRWVVCHITKGIVKREMHGHGIGRFSEEEIYMLMEKDMRSLAGLLGDKKYIMGPKLSTLDATVFGHLAQAM.... Result: 1 (interaction). (5) The miRNA is hsa-miR-8079 with sequence CAGUGAUCGUCUCUGCUGGC. The protein sequence of the target gene is MVEADRPGKLFIGGLNTETNEKALETVFGKYGRIVEVLLIKDRETNKSRGFAFVTFESPADAKDAARDMNGKSLDGKAIKVEQATKPSFERGRHGPPPPPRSRGPPRGFGAGRGGSGGTRGPPSRGGHMDDGGYSMNFNMSSSRGPLPVKRGPPPRSGGPSPKRSAPSGLVRSSSGMGGRAPLSRGRDSYGGPPRREPLPSRRDVYLSPRDDGYSTKDSYSSRDYPSSRDTRDYAPPPRDYTYRDYGHSSSRDDYPSRGYGDRDGYGRDRDYSDHPSGGSYRDSYESYGNSRSAPLTRGP.... Result: 1 (interaction). (6) Result: 0 (no interaction). The miRNA is mmu-miR-669i with sequence UGCAUAUACACACAUGCAUAC. The protein sequence of the target gene is MPSSTSPDEEDGLETCVLKVFDLDLKESNLVNPSNSLKAELDGSTKKKYSFAKKKAFALLVKTKQVPAPSYEFKGKRWRCCQQLFADQISIHRHVATQHAEDVYQQTASLLKQLTAALSASQSLTPTDKRSSPKDCLTPSQEVSAWLPDVSHVSPQELRSGQGDEEGEVLLYYCYCDLEDPHWVCAWQTALCHHLHLTGKIRIATEGINGTVGGSKVATRLYVEVMLSCPLFKDYLSEDDFKSSKGGSHCFPELRVGVFEEIVPMGISPSQVSYKKPGIHLSPGEFHKEIEKLLSQSSEE.... (7) The miRNA is hsa-miR-4646-5p with sequence ACUGGGAAGAGGAGCUGAGGGA. The protein sequence of the target gene is MAPAVATWAPGLWRACNALMAAFFALAAVVQVNDPDAELWVVVYMIPAVLTLLVGFNPLVTGNFIWKSVSAIHMLFCALWAGGLAYHFLLHAKQNLLNEEEGRELSGLVIVTAWMALCHSSSKNPGGGRMHLAIAVVITLLPLLSWVYVHMNKEMRSSWPTHCKTVI. Result: 0 (no interaction). (8) The miRNA is hsa-miR-4470 with sequence UGGCAAACGUGGAAGCCGAGA. The protein sequence of the target gene is MELHSLSKRNSPVDPCNALEWSSGETSGDHIEEATIRDAFCYQKNLVSTPRADVVEVCRLSTSPASPTSLLQDSAIQTSFSLSGPPDSGNNQVMADRKVCNCCSQELETSFTYVDENVNLEQRSQRSPSAKGSNHPVDLGWGNPNEWSHETAMSLMSEDDDDTSSEATSSGKSVDYGFISAILFLVTGILLVIISYIVPREVTVDPNTVAAREMERLEKESAMLGAHLDRCVIAGLCLLTLGGVVLSCLLMMSMWKGELYRRNRFASSKESAKLYGSFNFRMKTSTNEDTLELSLVEEDA.... Result: 0 (no interaction). (9) The miRNA is hsa-miR-6874-5p with sequence AUGGAGCUGGAACCAGAUCAGGC. The protein sequence of the target gene is MAAPPGEYFSVGSQVSCRTCQEQRLQGEVVAFDYQSKMLALKCPSSSGKPNHADILLINLQYVSEVEIINDRTETPPPLASLNVSKLASKARTEKEEKLSQAYAISAGVSLEGQQLFQTIHKTIKDCKWQEKNIVVMEEVVITPPYQVENCKGKEGSALSHVRKIVEKHFRDVESQKILQRSQAQQPQKEAALSS. Result: 0 (no interaction).